Predict the reactants needed to synthesize the given product. From a dataset of Full USPTO retrosynthesis dataset with 1.9M reactions from patents (1976-2016). (1) Given the product [Cl:22][C:17]1[C:16]([CH2:15][C:14]([NH:13][NH:12][C:10]2[C:9]3[CH:8]=[CH:7][C:6]4[O:24][C:25]([F:28])([F:27])[O:26][C:5]=4[C:4]=3[N:3]=[C:2]([NH:34][CH2:33][C:32]3[CH:35]=[CH:36][C:37]([O:39][CH3:40])=[CH:38][C:31]=3[O:30][CH3:29])[N:11]=2)=[O:23])=[CH:21][CH:20]=[CH:19][N:18]=1, predict the reactants needed to synthesize it. The reactants are: Cl[C:2]1[N:11]=[C:10]([NH:12][NH:13][C:14](=[O:23])[CH2:15][C:16]2[C:17]([Cl:22])=[N:18][CH:19]=[CH:20][CH:21]=2)[C:9]2[CH:8]=[CH:7][C:6]3[O:24][C:25]([F:28])([F:27])[O:26][C:5]=3[C:4]=2[N:3]=1.[CH3:29][O:30][C:31]1[CH:38]=[C:37]([O:39][CH3:40])[CH:36]=[CH:35][C:32]=1[CH2:33][NH2:34].C(N(CC)C(C)C)(C)C. (2) Given the product [CH2:1]([N:3]1[C:7]2[CH:8]=[CH:9][C:10]([N:12]3[CH:17]=[C:16]([C:18]([OH:20])=[O:19])[C:15](=[O:23])[N:14]([CH2:24][C:25]4[CH:30]=[CH:29][CH:28]=[C:27]([F:31])[C:26]=4[C:32]([F:34])([F:35])[F:33])[C:13]3=[O:36])=[CH:11][C:6]=2[N:5]=[C:4]1[CH3:37])[CH3:2], predict the reactants needed to synthesize it. The reactants are: [CH2:1]([N:3]1[C:7]2[CH:8]=[CH:9][C:10]([N:12]3[CH:17]=[C:16]([C:18]([O:20]CC)=[O:19])[C:15](=[O:23])[N:14]([CH2:24][C:25]4[CH:30]=[CH:29][CH:28]=[C:27]([F:31])[C:26]=4[C:32]([F:35])([F:34])[F:33])[C:13]3=[O:36])=[CH:11][C:6]=2[N:5]=[C:4]1[CH3:37])[CH3:2].Cl.O. (3) Given the product [CH2:22]([N:10]1[CH:11]=[C:12]([CH3:13])[C:8]([C:5]2[CH:6]=[CH:7][C:2]([Cl:1])=[CH:3][C:4]=2[F:19])=[C:9]1[C:14]([O:16][CH2:17][CH3:18])=[O:15])[C:23]1[CH:28]=[CH:27][CH:26]=[CH:25][CH:24]=1, predict the reactants needed to synthesize it. The reactants are: [Cl:1][C:2]1[CH:7]=[CH:6][C:5]([C:8]2[C:12]([CH3:13])=[CH:11][NH:10][C:9]=2[C:14]([O:16][CH2:17][CH3:18])=[O:15])=[C:4]([F:19])[CH:3]=1.[H-].[Na+].[CH2:22](Br)[C:23]1[CH:28]=[CH:27][CH:26]=[CH:25][CH:24]=1.